Dataset: Peptide-MHC class I binding affinity with 185,985 pairs from IEDB/IMGT. Task: Regression. Given a peptide amino acid sequence and an MHC pseudo amino acid sequence, predict their binding affinity value. This is MHC class I binding data. (1) The peptide sequence is FMALVAFLRF. The MHC is HLA-A24:02 with pseudo-sequence HLA-A24:02. The binding affinity (normalized) is 0.0538. (2) The peptide sequence is AEFPVGSTA. The MHC is HLA-A31:01 with pseudo-sequence HLA-A31:01. The binding affinity (normalized) is 0.0847. (3) The peptide sequence is CFTSLVWAPLILA. The MHC is HLA-B45:01 with pseudo-sequence HLA-B45:01. The binding affinity (normalized) is 0. (4) The peptide sequence is DLLFNEKLK. The MHC is HLA-A11:01 with pseudo-sequence HLA-A11:01. The binding affinity (normalized) is 0.516. (5) The peptide sequence is KDPLITSGC. The MHC is HLA-B40:02 with pseudo-sequence HLA-B40:02. The binding affinity (normalized) is 0.223.